Dataset: Forward reaction prediction with 1.9M reactions from USPTO patents (1976-2016). Task: Predict the product of the given reaction. (1) Given the reactants Cl[C:2]1[N:7]=[C:6]([O:8][C:9]2[CH:14]=[CH:13][C:12]([O:15][CH3:16])=[CH:11][CH:10]=2)[C:5]([Cl:17])=[CH:4][N:3]=1.[S:18]([NH2:28])(=[O:27])([C:20]1[CH:25]=[CH:24][C:23]([NH2:26])=[CH:22][CH:21]=1)=[O:19], predict the reaction product. The product is: [S:18]([C:20]1[CH:25]=[CH:24][C:23]([NH:26][C:2]2[N:7]=[C:6]([O:8][C:9]3[CH:14]=[CH:13][C:12]([O:15][CH3:16])=[CH:11][CH:10]=3)[C:5]([Cl:17])=[CH:4][N:3]=2)=[CH:22][CH:21]=1)(=[O:19])(=[O:27])[NH2:28]. (2) Given the reactants Cl[C:2]1[N:10]=[C:9]2[C:5]([N:6]=[CH:7][N:8]2[CH2:11][O:12][CH2:13][CH2:14][Si:15]([CH3:18])([CH3:17])[CH3:16])=[C:4]([O:19][C:20]2[CH:21]=[C:22]([NH:26][C:27](=[O:30])[CH:28]=[CH2:29])[CH:23]=[CH:24][CH:25]=2)[N:3]=1.[CH3:31][N:32]1[CH2:36][CH2:35][CH:34]([N:37]2[CH:41]=[C:40]([NH2:42])[CH:39]=[N:38]2)[CH2:33]1.CC1(C)C2C(=C(P(C3C=CC=CC=3)C3C=CC=CC=3)C=CC=2)OC2C(P(C3C=CC=CC=3)C3C=CC=CC=3)=CC=CC1=2.C(=O)([O-])[O-].[Cs+].[Cs+], predict the reaction product. The product is: [CH3:31][N:32]1[CH2:36][CH2:35][CH:34]([N:37]2[CH:41]=[C:40]([NH:42][C:2]3[N:10]=[C:9]4[C:5]([N:6]=[CH:7][N:8]4[CH2:11][O:12][CH2:13][CH2:14][Si:15]([CH3:18])([CH3:17])[CH3:16])=[C:4]([O:19][C:20]4[CH:21]=[C:22]([NH:26][C:27](=[O:30])[CH:28]=[CH2:29])[CH:23]=[CH:24][CH:25]=4)[N:3]=3)[CH:39]=[N:38]2)[CH2:33]1. (3) Given the reactants [C:1]([C:3]1[CH:4]=C(C=CC=1)N)#N.[CH3:10][N:11]1[CH2:16][CH2:15][N:14]([C:17]2[CH:22]=[CH:21][N:20]=[C:19]([NH:23][C:24]3[CH:25]=[C:26]([CH:29]=[CH:30][CH:31]=3)[C:27]#[N:28])[N:18]=2)[CH:13]([C:32]2[CH:37]=[CH:36][CH:35]=[CH:34][CH:33]=2)[C:12]1=[O:38], predict the reaction product. The product is: [CH:4]1([CH2:10][N:11]2[CH2:16][CH2:15][N:14]([C:17]3[CH:22]=[CH:21][N:20]=[C:19]([NH:23][C:24]4[CH:25]=[C:26]([CH:29]=[CH:30][CH:31]=4)[C:27]#[N:28])[N:18]=3)[CH:13]([C:32]3[CH:33]=[CH:34][CH:35]=[CH:36][CH:37]=3)[C:12]2=[O:38])[CH2:3][CH2:1]1. (4) Given the reactants Cl.[F:2][C:3]1[C:4]([C:26]([F:29])([F:28])[F:27])=[C:5]([CH:10]2[CH2:15][CH2:14][N:13]([C:16]([C:18]3[C:19]4[CH2:25][NH:24][CH2:23][C:20]=4[NH:21][N:22]=3)=[O:17])[CH2:12][CH2:11]2)[CH:6]=[CH:7][C:8]=1[F:9].Cl[C:31]([N:33]1[CH2:38][CH2:37][N:36]([C:39]([O:41][C:42]([CH3:45])([CH3:44])[CH3:43])=[O:40])[CH2:35][CH2:34]1)=[O:32], predict the reaction product. The product is: [F:2][C:3]1[C:4]([C:26]([F:27])([F:28])[F:29])=[C:5]([CH:10]2[CH2:15][CH2:14][N:13]([C:16]([C:18]3[C:19]4[CH2:25][N:24]([C:31]([N:33]5[CH2:34][CH2:35][N:36]([C:39]([O:41][C:42]([CH3:45])([CH3:44])[CH3:43])=[O:40])[CH2:37][CH2:38]5)=[O:32])[CH2:23][C:20]=4[NH:21][N:22]=3)=[O:17])[CH2:12][CH2:11]2)[CH:6]=[CH:7][C:8]=1[F:9].